From a dataset of Reaction yield outcomes from USPTO patents with 853,638 reactions. Predict the reaction yield, written as a fraction of the theoretical maximum amount of product (1.0 means a 100% yield; for example, 0.34 means a 34% yield). (1) The reactants are [OH:1][C:2]1[C:7]2[N:8]=[CH:9][O:10][C:6]=2[CH:5]=[CH:4][CH:3]=1.[C:11]([O-])([O-])=O.[K+].[K+].IC. The catalyst is CC(C)=O. The product is [CH3:11][O:1][C:2]1[C:7]2[N:8]=[CH:9][O:10][C:6]=2[CH:5]=[CH:4][CH:3]=1. The yield is 0.910. (2) The reactants are [Cl:1][C:2]1[CH:3]=[N:4][CH:5]=[C:6]([CH3:18])[C:7]=1[CH2:8][S:9][C:10]1[N:15]=[C:14]([OH:16])[CH:13]=[C:12]([CH3:17])[N:11]=1.[C:19](Cl)(=[O:21])[CH3:20].C(N(CC)CC)C. The catalyst is ClCCl. The product is [C:19]([O:16][C:14]1[CH:13]=[C:12]([CH3:17])[N:11]=[C:10]([S:9][CH2:8][C:7]2[C:6]([CH3:18])=[CH:5][N:4]=[CH:3][C:2]=2[Cl:1])[N:15]=1)(=[O:21])[CH3:20]. The yield is 0.770. (3) The reactants are [Cl:1][C:2]1[CH:10]=[CH:9][C:8]([NH:11][C:12]([CH:14]2[CH2:16][CH2:15]2)=[O:13])=[C:7]2[C:3]=1[CH2:4][N:5]([C@@H:18]([C:23]1[CH:28]=[CH:27][C:26]([O:29][CH3:30])=[C:25]([O:31][CH2:32][CH3:33])[CH:24]=1)[CH2:19][C:20](O)=[O:21])[C:6]2=[O:17].C(N1C=CN=C1)([N:36]1C=CN=C1)=O.[NH4+].[OH-].O. The catalyst is C1COCC1. The product is [C:20]([CH2:19][C@@H:18]([N:5]1[C:6](=[O:17])[C:7]2[C:3](=[C:2]([Cl:1])[CH:10]=[CH:9][C:8]=2[NH:11][C:12]([CH:14]2[CH2:16][CH2:15]2)=[O:13])[CH2:4]1)[C:23]1[CH:28]=[CH:27][C:26]([O:29][CH3:30])=[C:25]([O:31][CH2:32][CH3:33])[CH:24]=1)(=[O:21])[NH2:36]. The yield is 0.820. (4) The reactants are CN(C=O)C.Br[C:7]1[C:12]([O:13][CH2:14][CH2:15][CH:16]=[CH2:17])=[CH:11][CH:10]=[CH:9][N:8]=1.C1(P(C2C=CC=CC=2)C2C=CC=CC=2)C=CC=CC=1.C([O-])(=O)C.[K+]. The catalyst is O.[Cl-].C([N+](CC)(CC)CC)C.CCOC(C)=O.[Cl-].[Na+].O.O.C([O-])(=O)C.[Pd+2].C([O-])(=O)C. The product is [CH2:17]=[C:16]1[C:7]2=[N:8][CH:9]=[CH:10][CH:11]=[C:12]2[O:13][CH2:14][CH2:15]1. The yield is 0.670.